Dataset: Full USPTO retrosynthesis dataset with 1.9M reactions from patents (1976-2016). Task: Predict the reactants needed to synthesize the given product. (1) Given the product [OH:1][C:2]([CH3:35])([CH3:34])[CH2:3][C@@:4]1([C:28]2[CH:29]=[CH:30][CH:31]=[CH:32][CH:33]=2)[O:9][C:8](=[O:10])[N:7]([C@H:11]([C:13]2[CH:14]=[CH:15][C:16]([C:19]3[N:24]=[C:23]([C:25]([NH2:36])=[O:26])[CH:22]=[CH:21][CH:20]=3)=[CH:17][CH:18]=2)[CH3:12])[CH2:6][CH2:5]1, predict the reactants needed to synthesize it. The reactants are: [OH:1][C:2]([CH3:35])([CH3:34])[CH2:3][C@@:4]1([C:28]2[CH:33]=[CH:32][CH:31]=[CH:30][CH:29]=2)[O:9][C:8](=[O:10])[N:7]([C@H:11]([C:13]2[CH:18]=[CH:17][C:16]([C:19]3[N:24]=[C:23]([C:25](O)=[O:26])[CH:22]=[CH:21][CH:20]=3)=[CH:15][CH:14]=2)[CH3:12])[CH2:6][CH2:5]1.[NH3:36]. (2) The reactants are: F[B-](F)(F)F.C(O[C:9]([C:11]1[CH:16]=[CH:15][CH:14]=[CH:13][C:12]=1[CH3:17])=[NH2+:10])C.[O-]CC.[Na+].[N:22]#[C:23][NH2:24]. Given the product [C:23]([N:24]=[C:9]([C:11]1[CH:16]=[CH:15][CH:14]=[CH:13][C:12]=1[CH3:17])[NH2:10])#[N:22], predict the reactants needed to synthesize it. (3) Given the product [NH:1]1[C:2]2[C:3](=[CH:4][CH:5]=[CH:6][CH:7]=2)[CH:8]=[C:9]1[C:10]1[C:11]([O:20][CH3:21])=[CH:12][C:13]([O:18][CH3:19])=[C:14]([CH2:16][OH:17])[CH:15]=1, predict the reactants needed to synthesize it. The reactants are: [NH2:1][C:2]1[CH:7]=[CH:6][CH:5]=[CH:4][C:3]=1[C:8]#[C:9][C:10]1[C:11]([O:20][CH3:21])=[CH:12][C:13]([O:18][CH3:19])=[C:14]([CH2:16][OH:17])[CH:15]=1.